From a dataset of TCR-epitope binding with 47,182 pairs between 192 epitopes and 23,139 TCRs. Binary Classification. Given a T-cell receptor sequence (or CDR3 region) and an epitope sequence, predict whether binding occurs between them. (1) The epitope is TAFTIPSI. The TCR CDR3 sequence is CSAVEGAGGGETQYF. Result: 0 (the TCR does not bind to the epitope). (2) The epitope is RQLLFVVEV. The TCR CDR3 sequence is CSARVGPTGNTIYF. Result: 0 (the TCR does not bind to the epitope). (3) The epitope is FIAGLIAIV. The TCR CDR3 sequence is CAIGGQGSYEQYF. Result: 0 (the TCR does not bind to the epitope). (4) The epitope is YIFFASFYY. The TCR CDR3 sequence is CATSDGVRANTGELFF. Result: 0 (the TCR does not bind to the epitope). (5) The epitope is KLMNIQQKL. The TCR CDR3 sequence is CASSPGLEQFF. Result: 0 (the TCR does not bind to the epitope).